From a dataset of Reaction yield outcomes from USPTO patents with 853,638 reactions. Predict the reaction yield, written as a fraction of the theoretical maximum amount of product (1.0 means a 100% yield; for example, 0.34 means a 34% yield). (1) The reactants are [CH3:1][O:2][C:3]([C:5]1[CH:13]=[CH:12][C:8]([C:9]([OH:11])=O)=[C:7]([N+:14]([O-:16])=[O:15])[CH:6]=1)=[O:4].[CH:17]([N:20](CC)C(C)C)([CH3:19])[CH3:18].F[P-](F)(F)(F)(F)F.N1(OC(N(C)C)=[N+](C)C)C2N=CC=CC=2N=N1.CC(N)C. The catalyst is ClCCl. The product is [CH:17]([NH:20][C:9]([C:8]1[CH:12]=[CH:13][C:5]([C:3]([O:2][CH3:1])=[O:4])=[CH:6][C:7]=1[N+:14]([O-:16])=[O:15])=[O:11])([CH3:19])[CH3:18]. The yield is 0.800. (2) The reactants are [CH2:1]([O:8][C:9]([NH:11][CH2:12][C:13]([OH:15])=O)=[O:10])[C:2]1[CH:7]=[CH:6][CH:5]=[CH:4][CH:3]=1.F[P-](F)(F)(F)(F)F.N1(O[P+](N(C)C)(N(C)C)N(C)C)C2C=CC=CC=2N=N1.[C:43]([C:45]1[CH:60]=[CH:59][C:48]([CH2:49][NH:50][C:51]([N:53]2[CH2:58][CH2:57][NH:56][CH2:55][CH2:54]2)=[O:52])=[CH:47][CH:46]=1)#[N:44]. The catalyst is CN(C=O)C.N1C=CC=CC=1.[O-]S([O-])(=O)=O.[Cu+2]. The product is [C:43]([C:45]1[CH:46]=[CH:47][C:48]([CH2:49][NH:50][C:51]([N:53]2[CH2:54][CH2:55][N:56]([C:13](=[O:15])[CH2:12][NH:11][C:9](=[O:10])[O:8][CH2:1][C:2]3[CH:3]=[CH:4][CH:5]=[CH:6][CH:7]=3)[CH2:57][CH2:58]2)=[O:52])=[CH:59][CH:60]=1)#[N:44]. The yield is 0.719. (3) The reactants are C([C:3]1[C:8]2[O:9][C@:10]([CH2:14][O:15][S:16]([C:19]3[CH:24]=[CH:23][C:22]([CH3:25])=[CH:21][CH:20]=3)(=[O:18])=[O:17])([CH3:13])[CH2:11][O:12][C:7]=2[CH:6]=[CH:5][CH:4]=1)=O.C1C=C(Cl)C=C(C(OO)=[O:34])C=1.[OH-].[Na+].Cl. The catalyst is C(Cl)Cl.CO. The product is [OH:34][C:3]1[C:8]2[O:9][C@:10]([CH2:14][O:15][S:16]([C:19]3[CH:24]=[CH:23][C:22]([CH3:25])=[CH:21][CH:20]=3)(=[O:17])=[O:18])([CH3:13])[CH2:11][O:12][C:7]=2[CH:6]=[CH:5][CH:4]=1. The yield is 0.900. (4) The product is [OH:4][C:5]1[CH:6]=[C:7]2[C:12](=[CH:13][CH:14]=1)[N:11]=[C:10]([C:15]1[CH:20]=[CH:19][CH:18]=[C:17]([NH:21][C:22](=[O:29])[C:23]3[CH:28]=[CH:27][CH:26]=[N:25][CH:24]=3)[CH:16]=1)[N:9]=[C:8]2[NH:30][C:31]1[CH:32]=[C:33]2[C:37](=[CH:38][CH:39]=1)[N:36]([C:40]([O:44][C:7]([CH3:12])([CH3:8])[CH3:6])=[O:41])[N:35]=[CH:34]2. The catalyst is CO. The reactants are C([O:4][C:5]1[CH:6]=[C:7]2[C:12](=[CH:13][CH:14]=1)[N:11]=[C:10]([C:15]1[CH:20]=[CH:19][CH:18]=[C:17]([NH:21][C:22](=[O:29])[C:23]3[CH:28]=[CH:27][CH:26]=[N:25][CH:24]=3)[CH:16]=1)[N:9]=[C:8]2[NH:30][C:31]1[CH:32]=[C:33]2[C:37](=[CH:38][CH:39]=1)[N:36]([C:40]([O-])=[O:41])[N:35]=[CH:34]2)(=O)C.[NH4+].[OH-:44]. The yield is 0.910. (5) The reactants are [S-:1][C:2]#[N:3].[K+].[F:5][CH:6]([F:15])[O:7][C:8]1[N:13]=[CH:12][C:11]([NH2:14])=[CH:10][CH:9]=1.BrBr.O. The catalyst is C(O)(=O)C. The product is [F:15][CH:6]([F:5])[O:7][C:8]1[N:13]=[C:12]2[S:1][C:2]([NH2:3])=[N:14][C:11]2=[CH:10][CH:9]=1. The yield is 0.361. (6) The reactants are CN1CCCC1.[F:7][C:8]1[CH:13]=[C:12]([CH3:14])[C:11]([C:15]2[C:26]([CH3:27])=[N:25][C:18]3[N:19]=[C:20]([S:23][CH3:24])[N:21]=[CH:22][C:17]=3[CH:16]=2)=[CH:10][C:9]=1[NH:28][C:29](=O)[O:30]C(C)=C.Cl.[F:36][C:37]([F:45])([F:44])[C:38]([CH3:43])([CH3:42])[CH2:39][CH2:40][NH2:41]. The catalyst is C1COCC1.CCOC(C)=O. The product is [F:7][C:8]1[CH:13]=[C:12]([CH3:14])[C:11]([C:15]2[C:26]([CH3:27])=[N:25][C:18]3[N:19]=[C:20]([S:23][CH3:24])[N:21]=[CH:22][C:17]=3[CH:16]=2)=[CH:10][C:9]=1[NH:28][C:29]([NH:41][CH2:40][CH2:39][C:38]([CH3:43])([CH3:42])[C:37]([F:45])([F:44])[F:36])=[O:30]. The yield is 0.750. (7) The reactants are [CH3:1][CH:2]1[CH2:7][C:6]([C:8]2[CH:13]=[CH:12][N:11]=[CH:10][C:9]=2[N+:14]([O-:16])=[O:15])=[CH:5][CH:4]=[CH:3]1.C1C=C(Cl)C=C(C(OO)=[O:25])C=1.[N-:28]=[N+:29]=[N-:30].[Na+].[Cl-].[NH4+]. The catalyst is C(Cl)Cl.C(O)C.O. The product is [N:28]([CH:4]1[CH:5]=[C:6]([C:8]2[CH:13]=[CH:12][N:11]=[CH:10][C:9]=2[N+:14]([O-:16])=[O:15])[CH2:7][CH:2]([CH3:1])[CH:3]1[OH:25])=[N+:29]=[N-:30]. The yield is 0.490.